This data is from Forward reaction prediction with 1.9M reactions from USPTO patents (1976-2016). The task is: Predict the product of the given reaction. (1) Given the reactants [CH:1]1([C:4]([NH:6][C:7]2[CH:15]=[CH:14][C:13]([OH:16])=[CH:12][C:8]=2[C:9]([OH:11])=[O:10])=[O:5])[CH2:3][CH2:2]1.[F:17][C:18]([F:28])([F:27])[C:19]1[CH:26]=[CH:25][CH:24]=[CH:23][C:20]=1[CH2:21]Br.[OH-].[K+], predict the reaction product. The product is: [CH:1]1([C:4]([NH:6][C:7]2[CH:15]=[CH:14][C:13]([O:16][CH2:21][C:20]3[CH:23]=[CH:24][CH:25]=[CH:26][C:19]=3[C:18]([F:17])([F:27])[F:28])=[CH:12][C:8]=2[C:9]([OH:11])=[O:10])=[O:5])[CH2:3][CH2:2]1. (2) Given the reactants [NH2:1][C:2]1[C:3]([C:8]([NH2:10])=[O:9])=[N:4][N:5]([CH3:7])[CH:6]=1.[C:11]([O:15][C:16]([N:18]([CH2:34][CH:35]1[CH2:37][CH2:36]1)[C:19]1[CH:24]=[C:23]([C:25]2[CH:30]=[CH:29][CH:28]=[C:27]([C:31](O)=[O:32])[N:26]=2)[CH:22]=[CH:21][N:20]=1)=[O:17])([CH3:14])([CH3:13])[CH3:12].C1C=CC2N(O)N=NC=2C=1.CCN(CC)CC.C(Cl)CCl, predict the reaction product. The product is: [C:8]([C:3]1[C:2]([NH:1][C:31]([C:27]2[N:26]=[C:25]([C:23]3[CH:22]=[CH:21][N:20]=[C:19]([N:18]([CH2:34][CH:35]4[CH2:37][CH2:36]4)[C:16](=[O:17])[O:15][C:11]([CH3:14])([CH3:13])[CH3:12])[CH:24]=3)[CH:30]=[CH:29][CH:28]=2)=[O:32])=[CH:6][N:5]([CH3:7])[N:4]=1)(=[O:9])[NH2:10]. (3) Given the reactants [C:1]([C:5]1[CH:6]=[C:7]([C:16](=[O:19])[CH2:17][CH3:18])[CH:8]=[C:9]([C:12]([CH3:15])([CH3:14])[CH3:13])[C:10]=1[OH:11])([CH3:4])([CH3:3])[CH3:2].[Br:20]Br, predict the reaction product. The product is: [Br:20][CH:17]([CH3:18])[C:16]([C:7]1[CH:6]=[C:5]([C:1]([CH3:4])([CH3:3])[CH3:2])[C:10]([OH:11])=[C:9]([C:12]([CH3:15])([CH3:14])[CH3:13])[CH:8]=1)=[O:19]. (4) Given the reactants [CH3:1][C:2]1[N:3]=[CH:4][S:5][C:6]=1[CH2:7][OH:8].[Cl:9][CH2:10][C:11]([C:13]1[CH:18]=[CH:17][CH:16]=[CH:15][CH:14]=1)=[O:12].C(#N)C, predict the reaction product. The product is: [Cl-:9].[C:13]1([C:11](=[O:12])[CH2:10][N+:3]2[C:2]([CH3:1])=[C:6]([CH2:7][OH:8])[S:5][CH:4]=2)[CH:18]=[CH:17][CH:16]=[CH:15][CH:14]=1. (5) Given the reactants [NH2:1][C:2]1[N:7]=[CH:6][C:5]([C:8]2[CH:13]=[CH:12][C:11]([OH:14])=[CH:10][CH:9]=2)=[C:4]([CH2:15][CH3:16])[C:3]=1Br.[C:18]1(B(O)O)[CH:23]=[CH:22][CH:21]=[CH:20][CH:19]=1.C([O-])([O-])=O.[K+].[K+], predict the reaction product. The product is: [NH2:1][C:2]1[N:7]=[CH:6][C:5]([C:8]2[CH:13]=[CH:12][C:11]([OH:14])=[CH:10][CH:9]=2)=[C:4]([CH2:15][CH3:16])[C:3]=1[C:18]1[CH:23]=[CH:22][CH:21]=[CH:20][CH:19]=1. (6) Given the reactants [N+:1]([C:4]1[CH:9]=[CH:8][C:7]([NH:10][S:11]([CH3:14])(=[O:13])=[O:12])=[CH:6][CH:5]=1)([O-])=O.C(OCC)(=O)C.CO, predict the reaction product. The product is: [NH2:1][C:4]1[CH:9]=[CH:8][C:7]([NH:10][S:11]([CH3:14])(=[O:13])=[O:12])=[CH:6][CH:5]=1. (7) Given the reactants [O:1]1[C:5]2[CH:6]=[CH:7][C:8]([C:10]3[CH:15]=[CH:14][C:13]([C:16]4[N:21]=[C:20]([O:22][CH2:23][CH2:24][CH2:25][CH2:26][C:27]([CH3:57])([CH3:56])[CH2:28][NH:29][C:30](=[O:55])[CH:31]([NH:47]C(OC(C)(C)C)=O)[CH2:32][C:33]([NH:35][CH2:36][CH:37]([OH:46])[CH:38]([OH:45])[CH:39]([OH:44])[CH:40]([OH:43])[CH2:41][OH:42])=[O:34])[CH:19]=[CH:18][CH:17]=4)=[CH:12][CH:11]=3)=[CH:9][C:4]=2[O:3][CH2:2]1.FC(F)(F)C(O)=O, predict the reaction product. The product is: [NH2:47][CH:31]([CH2:32][C:33]([NH:35][CH2:36][CH:37]([OH:46])[CH:38]([OH:45])[CH:39]([OH:44])[CH:40]([OH:43])[CH2:41][OH:42])=[O:34])[C:30]([NH:29][CH2:28][C:27]([CH3:57])([CH3:56])[CH2:26][CH2:25][CH2:24][CH2:23][O:22][C:20]1[CH:19]=[CH:18][CH:17]=[C:16]([C:13]2[CH:12]=[CH:11][C:10]([C:8]3[CH:7]=[CH:6][C:5]4[O:1][CH2:2][O:3][C:4]=4[CH:9]=3)=[CH:15][CH:14]=2)[N:21]=1)=[O:55]. (8) Given the reactants [CH3:1][O:2][C:3]1[CH:4]=[C:5]([OH:13])[CH:6]=[C:7]([O:11][CH3:12])[C:8]=1[O:9][CH3:10].B(F)(F)F.CCOCC.[C:23](Cl)(=[O:27])[CH:24]([CH3:26])[CH3:25], predict the reaction product. The product is: [OH:13][C:5]1[C:6]([C:23](=[O:27])[CH:24]([CH3:26])[CH3:25])=[C:7]([O:11][CH3:12])[C:8]([O:9][CH3:10])=[C:3]([O:2][CH3:1])[CH:4]=1.